From a dataset of NCI-60 drug combinations with 297,098 pairs across 59 cell lines. Regression. Given two drug SMILES strings and cell line genomic features, predict the synergy score measuring deviation from expected non-interaction effect. (1) Drug 1: C1CN1P(=S)(N2CC2)N3CC3. Drug 2: CCC(=C(C1=CC=CC=C1)C2=CC=C(C=C2)OCCN(C)C)C3=CC=CC=C3.C(C(=O)O)C(CC(=O)O)(C(=O)O)O. Cell line: M14. Synergy scores: CSS=10.4, Synergy_ZIP=0.0615, Synergy_Bliss=1.51, Synergy_Loewe=-12.8, Synergy_HSA=-3.93. (2) Drug 1: CC1=C(C=C(C=C1)NC(=O)C2=CC=C(C=C2)CN3CCN(CC3)C)NC4=NC=CC(=N4)C5=CN=CC=C5. Drug 2: CC(C)NC(=O)C1=CC=C(C=C1)CNNC.Cl. Cell line: PC-3. Synergy scores: CSS=1.34, Synergy_ZIP=1.66, Synergy_Bliss=2.79, Synergy_Loewe=1.19, Synergy_HSA=0.504. (3) Drug 1: CC1=CC=C(C=C1)C2=CC(=NN2C3=CC=C(C=C3)S(=O)(=O)N)C(F)(F)F. Drug 2: CC1CCCC2(C(O2)CC(NC(=O)CC(C(C(=O)C(C1O)C)(C)C)O)C(=CC3=CSC(=N3)C)C)C. Cell line: SR. Synergy scores: CSS=64.4, Synergy_ZIP=2.17, Synergy_Bliss=2.36, Synergy_Loewe=-10.9, Synergy_HSA=2.34. (4) Drug 1: CS(=O)(=O)CCNCC1=CC=C(O1)C2=CC3=C(C=C2)N=CN=C3NC4=CC(=C(C=C4)OCC5=CC(=CC=C5)F)Cl. Drug 2: C1C(C(OC1N2C=NC3=C2NC=NCC3O)CO)O. Cell line: NCI-H460. Synergy scores: CSS=-3.24, Synergy_ZIP=1.86, Synergy_Bliss=2.07, Synergy_Loewe=-1.94, Synergy_HSA=-2.22. (5) Drug 1: CC1C(C(CC(O1)OC2CC(CC3=C2C(=C4C(=C3O)C(=O)C5=C(C4=O)C(=CC=C5)OC)O)(C(=O)C)O)N)O.Cl. Drug 2: C1CC(C1)(C(=O)O)C(=O)O.[NH2-].[NH2-].[Pt+2]. Cell line: SK-OV-3. Synergy scores: CSS=27.5, Synergy_ZIP=-7.20, Synergy_Bliss=-2.49, Synergy_Loewe=-4.63, Synergy_HSA=-0.580. (6) Drug 1: CN(CCCl)CCCl.Cl. Drug 2: CC(C)CN1C=NC2=C1C3=CC=CC=C3N=C2N. Cell line: HOP-62. Synergy scores: CSS=22.9, Synergy_ZIP=-0.581, Synergy_Bliss=4.43, Synergy_Loewe=7.01, Synergy_HSA=4.55. (7) Drug 1: C1=NNC2=C1C(=O)NC=N2. Drug 2: CC12CCC3C(C1CCC2OP(=O)(O)O)CCC4=C3C=CC(=C4)OC(=O)N(CCCl)CCCl.[Na+]. Cell line: CAKI-1. Synergy scores: CSS=5.75, Synergy_ZIP=0.0767, Synergy_Bliss=5.73, Synergy_Loewe=2.23, Synergy_HSA=2.98.